From a dataset of M1 muscarinic receptor antagonist screen with 61,756 compounds. Binary Classification. Given a drug SMILES string, predict its activity (active/inactive) in a high-throughput screening assay against a specified biological target. (1) The compound is Clc1cc(S(=O)(=O)N(C)C)c(OC)cc1C. The result is 0 (inactive). (2) The compound is Clc1c(CNC(=O)C2CCN(CC2)C(=O)N(C)C)ccc(F)c1. The result is 0 (inactive).